Dataset: Full USPTO retrosynthesis dataset with 1.9M reactions from patents (1976-2016). Task: Predict the reactants needed to synthesize the given product. (1) Given the product [C:40]([N:17]1[CH2:18][CH2:19][N:14]([C:11]2[CH:12]=[CH:13][C:8]([C:7]([NH:6][CH2:5][C:4]3[CH:21]=[CH:22][C:23]([C:24]4[CH:29]=[CH:28][N:27]=[C:26]([CH3:30])[CH:25]=4)=[C:2]([F:1])[CH:3]=3)=[O:20])=[CH:9][N:10]=2)[CH2:15][CH2:16]1)(=[O:42])[CH3:41], predict the reactants needed to synthesize it. The reactants are: [F:1][C:2]1[CH:3]=[C:4]([CH:21]=[CH:22][C:23]=1[C:24]1[CH:29]=[CH:28][N:27]=[C:26]([CH3:30])[CH:25]=1)[CH2:5][NH:6][C:7](=[O:20])[C:8]1[CH:13]=[CH:12][C:11]([N:14]2[CH2:19][CH2:18][NH:17][CH2:16][CH2:15]2)=[N:10][CH:9]=1.CCN(C(C)C)C(C)C.[C:40](Cl)(=[O:42])[CH3:41]. (2) Given the product [OH:26][C:23]1[CH:24]=[CH:25][C:20]([CH:19]=[CH2:18])=[CH:21][CH:22]=1.[C:12]([O:11][C:9]([O:8][C:1]1[CH:22]=[CH:21][C:20]([CH:25]=[CH2:24])=[CH:19][CH:18]=1)=[O:10])([CH3:13])([CH3:14])[CH3:15], predict the reactants needed to synthesize it. The reactants are: [C:1]([O:8][C:9]([O:11][C:12]([CH3:15])([CH3:14])[CH3:13])=[O:10])(OC(C)(C)C)=O.O.Cl.[CH:18]#[C:19][C:20]1[CH:25]=[CH:24][C:23]([OH:26])=[CH:22][CH:21]=1. (3) Given the product [CH3:15][O:14][C:11]1[CH:10]=[C:9]2[C:8](=[CH:13][CH:12]=1)[CH:7]=[N:6][C:5]([NH2:16])=[CH:4]2, predict the reactants needed to synthesize it. The reactants are: C(O[CH:4](OCC)[C:5](=[NH:16])[NH:6][CH2:7][C:8]1[CH:13]=[CH:12][C:11]([O:14][CH3:15])=[CH:10][CH:9]=1)C. (4) Given the product [CH2:29]1[C:30]2[C:35](=[CH:34][CH:33]=[CH:32][CH:31]=2)[CH2:27][CH:28]1[NH:36][C:37]1[N:38]=[CH:39][C:40]2[CH2:45][N:44]([C:1]([O:23][CH2:22][CH:20]3[CH2:21][N:16]4[CH:15]=[CH:14][N:13]=[C:17]4[CH2:18][CH2:19]3)=[O:2])[CH2:43][C:41]=2[N:42]=1, predict the reactants needed to synthesize it. The reactants are: [C:1](N1C=CN=C1)(N1C=CN=C1)=[O:2].[N:13]1[CH:14]=[CH:15][N:16]2[CH2:21][CH:20]([CH2:22][OH:23])[CH2:19][CH2:18][C:17]=12.O.Cl.Cl.[CH2:27]1[C:35]2[C:30](=[CH:31][CH:32]=[CH:33][CH:34]=2)[CH2:29][CH:28]1[NH:36][C:37]1[N:38]=[CH:39][C:40]2[CH2:45][NH:44][CH2:43][C:41]=2[N:42]=1.C(N(C(C)C)CC)(C)C. (5) Given the product [CH2:21]([O:20][C:18]([N:16]1[CH2:17][CH:14]([C:12]([N:35]2[CH2:36][CH2:37][CH2:38][N:32]([C:39]([O:41][C:42]([CH3:45])([CH3:44])[CH3:43])=[O:40])[CH2:33][CH2:34]2)=[O:13])[CH2:15]1)=[O:19])[C:22]1[CH:27]=[CH:26][CH:25]=[CH:24][CH:23]=1, predict the reactants needed to synthesize it. The reactants are: C1(N2CCCN([C:12]([CH:14]3[CH2:17][N:16]([C:18]([O:20][CH2:21][C:22]4[CH:27]=[CH:26][CH:25]=[CH:24][CH:23]=4)=[O:19])[CH2:15]3)=[O:13])CC2)CCC1.O=S(Cl)Cl.[N:32]1([C:39]([O:41][C:42]([CH3:45])([CH3:44])[CH3:43])=[O:40])[CH2:38][CH2:37][CH2:36][NH:35][CH2:34][CH2:33]1.CCN(C(C)C)C(C)C. (6) Given the product [F:40][C:39]([F:42])([F:41])[S:36]([O:22][C:19]1[CH:18]=[CH:17][C:16]2[C@H:11]([CH2:10][CH2:9][O:8][Si:1]([C:4]([CH3:6])([CH3:7])[CH3:5])([CH3:3])[CH3:2])[O:12][CH2:13][CH2:14][C:15]=2[C:20]=1[Cl:21])(=[O:38])=[O:37], predict the reactants needed to synthesize it. The reactants are: [Si:1]([O:8][CH2:9][CH2:10][C@H:11]1[C:16]2[CH:17]=[CH:18][C:19]([OH:22])=[C:20]([Cl:21])[C:15]=2[CH2:14][CH2:13][O:12]1)([C:4]([CH3:7])([CH3:6])[CH3:5])([CH3:3])[CH3:2].CC(C)([O-])C.[Na+].C1C=CC(N([S:36]([C:39]([F:42])([F:41])[F:40])(=[O:38])=[O:37])[S:36]([C:39]([F:42])([F:41])[F:40])(=[O:38])=[O:37])=CC=1. (7) Given the product [NH:48]1[CH:47]=[C:46]([C:7]2[CH:12]=[C:11]([O:13][C:14]([F:15])([F:17])[F:16])[C:10]([C:18]3[N:19]=[N:20][C:21]([NH:24][CH:25]4[CH2:30][C:29]([CH3:32])([CH3:31])[NH:28][C:27]([CH3:33])([CH3:34])[CH2:26]4)=[CH:22][CH:23]=3)=[C:9]([OH:35])[CH:8]=2)[CH:50]=[N:49]1, predict the reactants needed to synthesize it. The reactants are: FC(F)(F)S(O[C:7]1[CH:12]=[C:11]([O:13][C:14]([F:17])([F:16])[F:15])[C:10]([C:18]2[N:19]=[N:20][C:21]([NH:24][CH:25]3[CH2:30][C:29]([CH3:32])([CH3:31])[NH:28][C:27]([CH3:34])([CH3:33])[CH2:26]3)=[CH:22][CH:23]=2)=[C:9]([OH:35])[CH:8]=1)(=O)=O.CC1(C)C(C)(C)OB([C:46]2[CH:47]=[N:48][NH:49][CH:50]=2)O1. (8) Given the product [NH2:50][C:14]([CH3:15])([CH2:13][N:5]1[CH:4]=[C:3]2[C:7]([C:8]([Cl:12])=[C:9]([Cl:11])[CH:10]=[C:2]2[Cl:1])=[N:6]1)[C:26]#[N:27].[Cl:58][C:57]1[C:52]2[C:53]([C:54]([Cl:60])=[C:55]([Cl:59])[CH:56]=1)=[N:61][N:50]([CH2:49][C:48](=[O:47])[CH3:64])[CH:51]=2.[Si:40]([O:47][CH:48]([CH3:64])[CH2:49][NH:50][CH2:51][C:52]1[C:57]([Cl:58])=[CH:56][C:55]([Cl:59])=[C:54]([Cl:60])[C:53]=1[N+:61]([O-:63])=[O:62])([C:43]([CH3:46])([CH3:45])[CH3:44])([CH3:42])[CH3:41], predict the reactants needed to synthesize it. The reactants are: [Cl:1][C:2]1[C:3]2[C:7]([C:8]([Cl:12])=[C:9]([Cl:11])[CH:10]=1)=[N:6][N:5]([CH2:13][C:14](=O)[CH3:15])[CH:4]=2.[Si](OC(C)[CH2:26][N:27]1C=C2C(C(Cl)=C(Cl)C=C2Cl)=N1)(C(C)(C)C)(C)C.[Si:40]([O:47][CH:48]([CH3:64])[CH2:49][NH:50][CH2:51][C:52]1[C:57]([Cl:58])=[CH:56][C:55]([Cl:59])=[C:54]([Cl:60])[C:53]=1[N+:61]([O-:63])=[O:62])([C:43]([CH3:46])([CH3:45])[CH3:44])([CH3:42])[CH3:41].[N+](C1C(Cl)=C(Cl)C=C(Cl)C=1C=O)([O-])=O. (9) Given the product [CH3:1][N:2]1[CH:6]=[C:5]([C:7]2[CH:12]=[C:17]([C:18]([OH:15])=[O:19])[CH:10]=[CH:9][N:8]=2)[N:4]=[CH:3]1, predict the reactants needed to synthesize it. The reactants are: [CH3:1][N:2]1[CH:6]=[C:5]([C:7]2[CH:12]=C(C#N)[CH:10]=[CH:9][N:8]=2)[N:4]=[CH:3]1.[OH-:15].[Na+].[CH3:17][CH2:18][OH:19]. (10) Given the product [CH3:1][O:2][C:3]([C:5]1[C:10](/[CH:11]=[CH:12]/[S:26][CH3:25])=[C:9]([NH2:14])[N:8]=[C:7]([C:15]2[CH:20]=[CH:19][C:18]([Cl:21])=[C:17]([O:22][CH3:23])[C:16]=2[F:24])[N:6]=1)=[O:4], predict the reactants needed to synthesize it. The reactants are: [CH3:1][O:2][C:3]([C:5]1[C:10](/[CH:11]=[CH:12]/Br)=[C:9]([NH2:14])[N:8]=[C:7]([C:15]2[CH:20]=[CH:19][C:18]([Cl:21])=[C:17]([O:22][CH3:23])[C:16]=2[F:24])[N:6]=1)=[O:4].[CH3:25][S-:26].[Na+].